This data is from Forward reaction prediction with 1.9M reactions from USPTO patents (1976-2016). The task is: Predict the product of the given reaction. (1) Given the reactants [CH3:1][C:2]1[C:3]([CH:13]=[O:14])=[CH:4][NH:5][C:6]=1[C:7]1[CH:12]=[CH:11][CH:10]=[CH:9][CH:8]=1.[H-].[Na+].C1OCCOCCOCCOCCOC1.[CH3:32][O:33][C:34]1[CH:39]=[CH:38][C:37]([O:40][CH3:41])=[CH:36][C:35]=1[S:42](Cl)(=[O:44])=[O:43], predict the reaction product. The product is: [CH3:32][O:33][C:34]1[CH:39]=[CH:38][C:37]([O:40][CH3:41])=[CH:36][C:35]=1[S:42]([N:5]1[C:6]([C:7]2[CH:12]=[CH:11][CH:10]=[CH:9][CH:8]=2)=[C:2]([CH3:1])[C:3]([CH:13]=[O:14])=[CH:4]1)(=[O:43])=[O:44]. (2) Given the reactants [CH2:1]([O:5][C:6]([C:8]1[NH:9][C:10](=O)[C:11]2[C:16]([C:17]=1[OH:18])=[CH:15][C:14]([O:19][C:20]1[CH:28]=[CH:27][C:23]3[O:24][CH2:25][O:26][C:22]=3[CH:21]=1)=[CH:13][CH:12]=2)=[O:7])[CH2:2][CH2:3][CH3:4].P(Br)(Br)([Br:32])=O, predict the reaction product. The product is: [CH2:1]([O:5][C:6]([C:8]1[N:9]=[C:10]([Br:32])[C:11]2[C:16]([C:17]=1[OH:18])=[CH:15][C:14]([O:19][C:20]1[CH:28]=[CH:27][C:23]3[O:24][CH2:25][O:26][C:22]=3[CH:21]=1)=[CH:13][CH:12]=2)=[O:7])[CH2:2][CH2:3][CH3:4]. (3) Given the reactants [CH:1]1([CH2:4][N:5]([S:21]([C:24]2[S:25][CH:26]=[CH:27][CH:28]=2)(=[O:23])=[O:22])[C:6]2[CH:7]=[CH:8][CH:9]=[C:10]3[C:14]=2[N:13](COC)[C:12]([C:18]([NH2:20])=[O:19])=[CH:11]3)[CH2:3][CH2:2]1.O.O.C(O)(=O)C(O)=O.CO, predict the reaction product. The product is: [CH:1]1([CH2:4][N:5]([S:21]([C:24]2[S:25][CH:26]=[CH:27][CH:28]=2)(=[O:22])=[O:23])[C:6]2[CH:7]=[CH:8][CH:9]=[C:10]3[C:14]=2[NH:13][C:12]([C:18]([NH2:20])=[O:19])=[CH:11]3)[CH2:3][CH2:2]1. (4) Given the reactants [F:1][C:2]([F:15])([F:14])[C:3]1[CH:8]=[CH:7][C:6]([CH2:9][CH2:10][C:11](O)=[O:12])=[CH:5][CH:4]=1.O=S(Cl)[Cl:18], predict the reaction product. The product is: [F:1][C:2]([F:15])([F:14])[C:3]1[CH:8]=[CH:7][C:6]([CH2:9][CH2:10][C:11]([Cl:18])=[O:12])=[CH:5][CH:4]=1. (5) Given the reactants [OH:1][C@H:2]1[CH2:6][CH2:5][NH:4][CH2:3]1.[O:7]([C:14]([NH:16][C:17]1[CH:22]=[C:21]([O:23][C:24]2[C:29]([F:30])=[CH:28][C:27]([NH:31][C:32]([C:34]3([C:37]([O:39][CH2:40][C:41]4[CH:46]=[CH:45][CH:44]=[CH:43][CH:42]=4)=[O:38])[CH2:36][CH2:35]3)=[O:33])=[C:26]([F:47])[CH:25]=2)[CH:20]=[CH:19][N:18]=1)=O)C1C=CC=CC=1.C(=O)([O-])O.[Na+], predict the reaction product. The product is: [F:47][C:26]1[CH:25]=[C:24]([O:23][C:21]2[CH:20]=[CH:19][N:18]=[C:17]([NH:16][C:14]([N:4]3[CH2:5][CH2:6][C@H:2]([OH:1])[CH2:3]3)=[O:7])[CH:22]=2)[C:29]([F:30])=[CH:28][C:27]=1[NH:31][C:32]([C:34]1([C:37]([O:39][CH2:40][C:41]2[CH:42]=[CH:43][CH:44]=[CH:45][CH:46]=2)=[O:38])[CH2:36][CH2:35]1)=[O:33].